Dataset: Reaction yield outcomes from USPTO patents with 853,638 reactions. Task: Predict the reaction yield, written as a fraction of the theoretical maximum amount of product (1.0 means a 100% yield; for example, 0.34 means a 34% yield). (1) The reactants are [C:1]([O:5][C:6]([N:8]1[CH2:12][CH2:11][CH2:10][C@H:9]1[C:13]([OH:15])=O)=[O:7])([CH3:4])([CH3:3])[CH3:2].C(OC1C=CC2C(=CC=CC=2)N1C(OCC)=O)C.[NH2:34][C:35]1[C:43]2[C:38](=[CH:39][C:40]([C:44]3[CH:49]=[CH:48][C:47]([C:50]4[NH:54][C:53]([C@@H:55]5[CH2:59][CH2:58][CH2:57][N:56]5[C:60]([O:62][C:63]([CH3:66])([CH3:65])[CH3:64])=[O:61])=[N:52][CH:51]=4)=[CH:46][CH:45]=3)=[CH:41][CH:42]=2)[N:37]([C:67]([O:69][C:70]([CH3:73])([CH3:72])[CH3:71])=[O:68])[N:36]=1.CCN(C(C)C)C(C)C. The catalyst is C(Cl)Cl.CO. The product is [C:63]([O:62][C:60]([N:56]1[CH2:57][CH2:58][CH2:59][C@H:55]1[C:53]1[NH:54][C:50]([C:47]2[CH:48]=[CH:49][C:44]([C:40]3[CH:39]=[C:38]4[C:43]([C:35]([NH:34][C:13]([C@@H:9]5[CH2:10][CH2:11][CH2:12][N:8]5[C:6]([O:5][C:1]([CH3:2])([CH3:3])[CH3:4])=[O:7])=[O:15])=[N:36][N:37]4[C:67]([O:69][C:70]([CH3:73])([CH3:72])[CH3:71])=[O:68])=[CH:42][CH:41]=3)=[CH:45][CH:46]=2)=[CH:51][N:52]=1)=[O:61])([CH3:66])([CH3:65])[CH3:64]. The yield is 0.690. (2) The reactants are C([N:8]1[CH:12]=[CH:11][N:10]=[C:9]1[CH:13]1[NH:25][C:23]2[C:24]3[C:15](=[N:16][NH:17][C:18](=[O:26])[C:19]=3[CH:20]=[CH:21][CH:22]=2)[CH:14]1[C:27]1[CH:32]=[CH:31][C:30]([F:33])=[CH:29][CH:28]=1)C1C=CC=CC=1. The catalyst is CO.[OH-].[Pd+2].[OH-]. The product is [F:33][C:30]1[CH:29]=[CH:28][C:27]([CH:14]2[C:15]3=[N:16][NH:17][C:18](=[O:26])[C:19]4[CH:20]=[CH:21][CH:22]=[C:23]([C:24]=43)[NH:25][CH:13]2[C:9]2[NH:8][CH:12]=[CH:11][N:10]=2)=[CH:32][CH:31]=1. The yield is 0.940. (3) The reactants are [CH2:1]([N:8]([CH2:18][CH:19](O)[CH2:20][N:21]([CH2:31][C:32]1[CH:37]=[CH:36][CH:35]=[CH:34][CH:33]=1)[C:22]([O:24][CH2:25][C:26]1[S:30][CH:29]=[N:28][CH:27]=1)=[O:23])[C:9](=[O:17])[O:10][CH2:11][C:12]1[S:16][CH:15]=[N:14][CH:13]=1)[C:2]1[CH:7]=[CH:6][CH:5]=[CH:4][CH:3]=1.CC[N:41](CC)CC.CS(Cl)(=O)=O.[N-]=[N+]=[N-].[Na+].O.O.[Sn](Cl)Cl.C([O-])(O)=O.[Na+]. The catalyst is C(Cl)Cl.CN(C=O)C.O. The product is [CH2:1]([N:8]([CH2:18][CH:19]([NH2:41])[CH2:20][N:21]([CH2:31][C:32]1[CH:37]=[CH:36][CH:35]=[CH:34][CH:33]=1)[C:22]([O:24][CH2:25][C:26]1[S:30][CH:29]=[N:28][CH:27]=1)=[O:23])[C:9](=[O:17])[O:10][CH2:11][C:12]1[S:16][CH:15]=[N:14][CH:13]=1)[C:2]1[CH:7]=[CH:6][CH:5]=[CH:4][CH:3]=1. The yield is 0.100. (4) The reactants are [CH3:1][O:2][C:3](=[O:21])[C:4]([CH3:20])([NH:6][S:7]([C:10]1[CH:15]=[CH:14][CH:13]=[CH:12][C:11]=1[C:16]([F:19])([F:18])[F:17])(=[O:9])=[O:8])[CH3:5].[CH2:22](I)[CH2:23][CH3:24].O. The catalyst is CN(C=O)C. The product is [CH3:1][O:2][C:3](=[O:21])[C:4]([CH3:5])([N:6]([CH2:22][CH2:23][CH3:24])[S:7]([C:10]1[CH:15]=[CH:14][CH:13]=[CH:12][C:11]=1[C:16]([F:19])([F:17])[F:18])(=[O:8])=[O:9])[CH3:20]. The yield is 0.970. (5) The reactants are Br[C:2]1[C:3]([CH2:18][C:19]2[CH:24]=[CH:23][C:22]([Cl:25])=[C:21]([Cl:26])[CH:20]=2)=[C:4]([C:13]([O:15][CH2:16][CH3:17])=[O:14])[S:5][C:6]=1[N:7]1[CH2:12][CH2:11][O:10][CH2:9][CH2:8]1.[CH3:27][CH:28]([C:30]1[CH:35]=[C:34](C(C)C)[C:33](C2C=CC=CC=2P(C2CCCCC2)C2CCCCC2)=[C:32](C(C)C)[CH:31]=1)C.C1(C#C)C=CC=CC=1.CN(C=O)C. The catalyst is CCOC(C)=O.O.CC#N.CC#N.Cl[Pd]Cl. The product is [Cl:26][C:21]1[CH:20]=[C:19]([CH:24]=[CH:23][C:22]=1[Cl:25])[CH2:18][C:3]1[C:2]([C:27]#[C:28][C:30]2[CH:35]=[CH:34][CH:33]=[CH:32][CH:31]=2)=[C:6]([N:7]2[CH2:12][CH2:11][O:10][CH2:9][CH2:8]2)[S:5][C:4]=1[C:13]([O:15][CH2:16][CH3:17])=[O:14]. The yield is 0.400. (6) The reactants are [CH3:1][O:2][C:3]1[CH:14]=[CH:13][C:6]2[CH:7]=[C:8]([CH:10]([CH3:12])[CH3:11])[O:9][C:5]=2[CH:4]=1.[C:15](Cl)(=[O:19])C(Cl)=O.[Al+3].[Cl-].[Cl-].[Cl-].[CH3:25][NH2:26]. No catalyst specified. The product is [CH3:25][NH:26][C:15]([C:7]1[C:6]2[CH:13]=[CH:14][C:3]([O:2][CH3:1])=[CH:4][C:5]=2[O:9][C:8]=1[CH:10]([CH3:11])[CH3:12])=[O:19]. The yield is 0.600.